Dataset: Reaction yield outcomes from USPTO patents with 853,638 reactions. Task: Predict the reaction yield, written as a fraction of the theoretical maximum amount of product (1.0 means a 100% yield; for example, 0.34 means a 34% yield). (1) The product is [CH3:29][N:20]([C:14]1[CH:15]=[CH:16][CH:17]=[C:18]2[C:13]=1[NH:12][C:11]([C:9]1[S:10][CH:6]([CH2:5][C:4](=[O:30])[CH:33]=[CH2:34])[CH2:7][N:8]=1)=[CH:19]2)[S:21]([C:24]1[S:25][CH:26]=[CH:27][CH:28]=1)(=[O:22])=[O:23]. The catalyst is O1CCCC1. The reactants are CON(C)[C:4](=[O:30])[CH2:5][CH:6]1[S:10][C:9]([C:11]2[NH:12][C:13]3[C:18]([CH:19]=2)=[CH:17][CH:16]=[CH:15][C:14]=3[N:20]([CH3:29])[S:21]([C:24]2[S:25][CH:26]=[CH:27][CH:28]=2)(=[O:23])=[O:22])=[N:8][CH2:7]1.O1CC[CH2:34][CH2:33]1.C([Mg]Br)=C.C(O)(=O)CC(CC(O)=O)(C(O)=O)O. The yield is 0.380. (2) The reactants are COC1C=C(OC)C=CC=1C[N:6]([C:31]1[CH:36]=[CH:35][N:34]=[CH:33][N:32]=1)[S:7]([C:10]1[CH:15]=[CH:14][C:13]([O:16][C@H:17]2[CH2:22][CH2:21][CH2:20][CH2:19][C@@H:18]2[C:23]2[N:27]([CH3:28])[N:26]=[CH:25][CH:24]=2)=[C:12]([F:29])[C:11]=1[F:30])(=[O:9])=[O:8].C([SiH](CC)CC)C.FC(F)(F)C(O)=O. The catalyst is ClCCl. The product is [F:30][C:11]1[C:12]([F:29])=[C:13]([O:16][C@H:17]2[CH2:22][CH2:21][CH2:20][CH2:19][C@@H:18]2[C:23]2[N:27]([CH3:28])[N:26]=[CH:25][CH:24]=2)[CH:14]=[CH:15][C:10]=1[S:7]([NH:6][C:31]1[CH:36]=[CH:35][N:34]=[CH:33][N:32]=1)(=[O:8])=[O:9]. The yield is 0.860. (3) The catalyst is CN(C=O)C. The reactants are Cl.[F:2][C:3]1[CH:4]=[C:5]2[C:10](=[C:11]([N:13]3[CH2:18][CH2:17][N:16]([CH3:19])[CH2:15][CH2:14]3)[CH:12]=1)[N:9]=[C:8]([C:20]([OH:22])=O)[CH:7]=[C:6]2[O:23][CH3:24].[O:25]1[CH2:30][CH2:29][N:28]([C:31]2[CH:37]=[CH:36][C:34]([NH2:35])=[CH:33][CH:32]=2)[CH2:27][CH2:26]1.CN(C(ON1N=NC2C=CC=CC1=2)=[N+](C)C)C.[B-](F)(F)(F)F.C1C=CC2N(O)N=NC=2C=1. The product is [N:28]1([C:31]2[CH:32]=[CH:33][C:34]([NH:35][C:20]([C:8]3[CH:7]=[C:6]([O:23][CH3:24])[C:5]4[C:10](=[C:11]([N:13]5[CH2:18][CH2:17][N:16]([CH3:19])[CH2:15][CH2:14]5)[CH:12]=[C:3]([F:2])[CH:4]=4)[N:9]=3)=[O:22])=[CH:36][CH:37]=2)[CH2:27][CH2:26][O:25][CH2:30][CH2:29]1. The yield is 0.930.